From a dataset of Full USPTO retrosynthesis dataset with 1.9M reactions from patents (1976-2016). Predict the reactants needed to synthesize the given product. (1) Given the product [C:24]([C:2]1[CH:23]=[CH:22][C:5]([CH2:6][C:7]2[NH:8][C:9]3[C:15]([C:16]([O:18][CH3:19])=[O:17])=[CH:14][CH:13]=[C:12]([O:20][CH3:21])[C:10]=3[N:11]=2)=[CH:4][CH:3]=1)#[N:25], predict the reactants needed to synthesize it. The reactants are: Br[C:2]1[CH:23]=[CH:22][C:5]([CH2:6][C:7]2[NH:8][C:9]3[C:15]([C:16]([O:18][CH3:19])=[O:17])=[CH:14][CH:13]=[C:12]([O:20][CH3:21])[C:10]=3[N:11]=2)=[CH:4][CH:3]=1.[CH3:24][N:25](C)C=O. (2) Given the product [CH3:22][C:17]1[CH:16]=[C:15]([CH:20]=[CH:19][C:18]=1[CH3:21])[C:14]([C:4]1[C:3](=[O:24])[C:12]2[C:7](=[N:8][C:9]([CH3:13])=[CH:10][CH:11]=2)[NH:6][CH:5]=1)=[O:23], predict the reactants needed to synthesize it. The reactants are: CO[C:3](=[O:24])[C:4]([C:14](=[O:23])[C:15]1[CH:20]=[CH:19][C:18]([CH3:21])=[C:17]([CH3:22])[CH:16]=1)=[CH:5][NH:6][C:7]1[CH:12]=[CH:11][CH:10]=[C:9]([CH3:13])[N:8]=1. (3) Given the product [CH3:1][C:2]1[CH:3]=[C:4]([NH:5][C:10](=[O:19])/[CH:11]=[CH:12]/[C:13]2[CH:18]=[CH:17][CH:16]=[CH:15][CH:14]=2)[CH:6]=[CH:7][C:8]=1[CH3:9], predict the reactants needed to synthesize it. The reactants are: [CH3:1][C:2]1[CH:3]=[C:4]([CH:6]=[CH:7][C:8]=1[CH3:9])[NH2:5].[C:10](Cl)(=[O:19])/[CH:11]=[CH:12]/[C:13]1[CH:18]=[CH:17][CH:16]=[CH:15][CH:14]=1. (4) Given the product [F:1][C:2]1[CH:3]=[C:4]2[C:9](=[CH:10][C:11]=1[O:12][CH2:31][C@@H:32]([O:34][CH3:35])[CH3:33])[N:8]=[C:7]([CH3:13])[CH:6]=[CH:5]2, predict the reactants needed to synthesize it. The reactants are: [F:1][C:2]1[CH:3]=[C:4]2[C:9](=[CH:10][C:11]=1[OH:12])[N:8]=[C:7]([CH3:13])[CH:6]=[CH:5]2.C([O-])([O-])=O.[Cs+].[Cs+].CC1C=CC(S(O[CH2:31][C@@H:32]([O:34][CH3:35])[CH3:33])(=O)=O)=CC=1. (5) Given the product [Cl:39][C:40]1[N:45]=[C:44]([C:5]2[S:1][C:2]3[CH:9]=[CH:8][CH:7]=[C:6]([OH:10])[C:3]=3[CH:4]=2)[C:43]([CH3:47])=[CH:42][N:41]=1, predict the reactants needed to synthesize it. The reactants are: [S:1]1[CH:5]=[CH:4][C:3]2[C:6]([O:10][Si](C(C)(C)C)(C)C)=[CH:7][CH:8]=[CH:9][C:2]1=2.C(OB(OC(C)C)OC(C)C)(C)C.C([N-]C(C)C)(C)C.[Li+].[Cl:39][C:40]1[N:45]=[C:44](Cl)[C:43]([CH3:47])=[CH:42][N:41]=1.C([O-])([O-])=O.[Na+].[Na+]. (6) Given the product [F:11][C:12]1[CH:17]=[C:16]([F:18])[CH:15]=[CH:14][C:13]=1[O:19][C:2]1[CH:7]=[CH:6][C:5]([N+:8]([O-:10])=[O:9])=[CH:4][CH:3]=1, predict the reactants needed to synthesize it. The reactants are: F[C:2]1[CH:7]=[CH:6][C:5]([N+:8]([O-:10])=[O:9])=[CH:4][CH:3]=1.[F:11][C:12]1[CH:17]=[C:16]([F:18])[CH:15]=[CH:14][C:13]=1[OH:19]. (7) Given the product [Br:1][C:2]1[N:7]=[C:6]2[N:8]([Si:18]([CH:22]([CH3:24])[CH3:23])([CH:19]([CH3:21])[CH3:20])[CH:15]([CH3:17])[CH3:16])[CH:9]=[CH:10][C:5]2=[CH:4][CH:3]=1, predict the reactants needed to synthesize it. The reactants are: [Br:1][C:2]1[N:7]=[C:6]2[NH:8][CH:9]=[CH:10][C:5]2=[CH:4][CH:3]=1.N#N.[H-].[Na+].[CH:15]([Si:18](Cl)([CH:22]([CH3:24])[CH3:23])[CH:19]([CH3:21])[CH3:20])([CH3:17])[CH3:16]. (8) Given the product [CH2:15]([O:14][C:12]1[CH:11]=[C:6]([CH2:7][OH:8])[CH:5]=[C:4]([CH2:3][OH:2])[CH:13]=1)[CH2:16][CH2:17][CH2:18][CH2:19][CH2:20][CH2:21][CH2:22][CH2:23][CH2:24][CH2:25][CH2:26][CH2:27][CH3:28], predict the reactants needed to synthesize it. The reactants are: C[O:2][C:3](=O)[C:4]1[CH:13]=[C:12]([O:14][CH2:15][CH2:16][CH2:17][CH2:18][CH2:19][CH2:20][CH2:21][CH2:22][CH2:23][CH2:24][CH2:25][CH2:26][CH2:27][CH3:28])[CH:11]=[C:6]([C:7](OC)=[O:8])[CH:5]=1.[H-].[Al+3].[Li+].[H-].[H-].[H-]. (9) The reactants are: [NH2:1][CH2:2][C@H:3]1[N:8]([C:9]([C:11]2[N:12]=[C:13]([CH3:23])[S:14][C:15]=2[C:16]2[CH:17]=[C:18]([CH3:22])[CH:19]=[CH:20][CH:21]=2)=[O:10])[CH2:7][C@@H:6]2[C@H:4]1[CH2:5]2.[Cl:24][C:25]1[N:29]([CH3:30])[N:28]=[C:27]([CH3:31])[C:26]=1[C:32](O)=[O:33]. Given the product [CH3:23][C:13]1[S:14][C:15]([C:16]2[CH:17]=[C:18]([CH3:22])[CH:19]=[CH:20][CH:21]=2)=[C:11]([C:9]([N:8]2[CH2:7][C@@H:6]3[C@@H:4]([CH2:5]3)[C@H:3]2[CH2:2][NH:1][C:32]([C:26]2[C:27]([CH3:31])=[N:28][N:29]([CH3:30])[C:25]=2[Cl:24])=[O:33])=[O:10])[N:12]=1, predict the reactants needed to synthesize it. (10) Given the product [Br:1][C:2]1[C:7](=[O:8])[N:6]2[C:5](=[C:4]([CH3:33])[CH:3]=1)[C:18](=[O:32])[CH:19]([C:20]([O:22][CH2:23][CH3:24])=[O:21])[C:25]12[CH2:26][CH2:27][CH2:28][CH2:29][CH2:30]1, predict the reactants needed to synthesize it. The reactants are: [Br:1][C:2]1[C:7](=[O:8])[N:6](CC2C=CC(OC)=CC=2)[C:5]([C:18](=[O:32])[CH:19]([C:25]2(O)[CH2:30][CH2:29][CH2:28][CH2:27][CH2:26]2)[C:20]([O:22][CH2:23][CH3:24])=[O:21])=[C:4]([CH3:33])[CH:3]=1.FC(F)(F)C(O)=O.